Dataset: Forward reaction prediction with 1.9M reactions from USPTO patents (1976-2016). Task: Predict the product of the given reaction. (1) Given the reactants Br[C:2]1[CH:7]=[CH:6][CH:5]=[CH:4][C:3]=1[C:8]1[CH:13]=[CH:12][C:11]([CH2:14][N:15]2[CH:19]=[N:18][CH:17]=[N:16]2)=[CH:10][CH:9]=1.[CH3:20][N:21]1[CH2:26][CH2:25][NH:24][CH2:23][CH2:22]1.C1(P(C2C=CC=CC=2)C2C=CC3C(=CC=CC=3)C=2C2C3C(=CC=CC=3)C=CC=2P(C2C=CC=CC=2)C2C=CC=CC=2)C=CC=CC=1.CC(C)([O-])C.[Na+], predict the reaction product. The product is: [CH3:20][N:21]1[CH2:26][CH2:25][N:24]([C:2]2[CH:7]=[CH:6][CH:5]=[CH:4][C:3]=2[C:8]2[CH:13]=[CH:12][C:11]([CH2:14][N:15]3[CH:19]=[N:18][CH:17]=[N:16]3)=[CH:10][CH:9]=2)[CH2:23][CH2:22]1. (2) Given the reactants [PH2:1][C:2]1[S:6][C:5]2[CH:7]=[CH:8][CH:9]=[CH:10][C:4]=2[C:3]=1[PH2:11].[Li]N(CC)CC.N(CC)CC.[Li]CCCC.C[CH2:29][CH2:30][CH2:31][CH2:32][CH2:33][CH3:34].[CH3:35][C@H:36](O)[CH2:37][CH2:38][C@@H:39](O)[CH3:40], predict the reaction product. The product is: [CH3:40][C@@H:39]1[CH2:38][CH2:37][C@@H:36]([CH3:35])[P:1]1[C:2]1[S:6][C:5]2[CH:7]=[CH:8][CH:9]=[CH:10][C:4]=2[C:3]=1[P:11]1[C@H:33]([CH3:34])[CH2:32][CH2:31][C@H:30]1[CH3:29]. (3) The product is: [CH3:26][O:25][C:20]1[CH:19]=[C:18]2[C:23](=[CH:22][CH:21]=1)[CH:24]=[C:15]([CH:14]([CH3:13])[C:27]([O:29][CH2:40][CH2:39][N:30]1[C:34]3[CH:35]=[CH:36][CH:37]=[CH:38][C:33]=3[N:32]=[CH:31]1)=[O:28])[CH:16]=[CH:17]2. Given the reactants Cl.C(N=C=NCCCN(C)C)C.[CH3:13][C@H:14]([C:27]([OH:29])=[O:28])[C:15]1[CH:16]=[CH:17][C:18]2[CH:19]=[C:20]([O:25][CH3:26])[CH:21]=[CH:22][C:23]=2[CH:24]=1.[N:30]1([CH2:39][CH2:40]O)[C:34]2[CH:35]=[CH:36][CH:37]=[CH:38][C:33]=2[N:32]=[CH:31]1, predict the reaction product. (4) Given the reactants [CH3:1][O:2][C:3]1[CH:4]=[C:5]([C:11]2[N:12]=[C:13]([NH:23][CH2:24][CH3:25])[S:14][C:15]=2[C:16]2[CH:21]=[CH:20][N:19]=[C:18](Cl)[N:17]=2)[CH:6]=[C:7]([O:9][CH3:10])[CH:8]=1.[CH3:26][S:27]([N:30]1[CH2:35][CH2:34][N:33]([C:36]2[N:41]=[CH:40][C:39]([NH2:42])=[CH:38][CH:37]=2)[CH2:32][CH2:31]1)(=[O:29])=[O:28].CC(O)C.Cl, predict the reaction product. The product is: [CH3:1][O:2][C:3]1[CH:4]=[C:5]([C:11]2[N:12]=[C:13]([NH:23][CH2:24][CH3:25])[S:14][C:15]=2[C:16]2[CH:21]=[CH:20][N:19]=[C:18]([NH:42][C:39]3[CH:40]=[N:41][C:36]([N:33]4[CH2:34][CH2:35][N:30]([S:27]([CH3:26])(=[O:29])=[O:28])[CH2:31][CH2:32]4)=[CH:37][CH:38]=3)[N:17]=2)[CH:6]=[C:7]([O:9][CH3:10])[CH:8]=1. (5) Given the reactants [CH2:1]([N:10]1[C:15](=[O:16])[C:14]([C:17]2[CH:22]=[CH:21][C:20]([F:23])=[CH:19][CH:18]=2)=[C:13]([C:24]2[CH:29]=[CH:28][C:27]([S:30]([CH3:33])(=[O:32])=[O:31])=[CH:26][CH:25]=2)[CH:12]=[N:11]1)[C:2]([C:4]1[CH:9]=[CH:8][CH:7]=[CH:6][CH:5]=1)=[O:3].[BH4-].[Na+], predict the reaction product. The product is: [OH:3][CH:2]([C:4]1[CH:5]=[CH:6][CH:7]=[CH:8][CH:9]=1)[CH2:1][N:10]1[C:15](=[O:16])[C:14]([C:17]2[CH:18]=[CH:19][C:20]([F:23])=[CH:21][CH:22]=2)=[C:13]([C:24]2[CH:29]=[CH:28][C:27]([S:30]([CH3:33])(=[O:32])=[O:31])=[CH:26][CH:25]=2)[CH:12]=[N:11]1. (6) The product is: [N+:1]([C:4]1[CH:5]=[CH:6][C:7]([NH:10][C:11]([NH:13][C:14]2[CH:19]=[CH:18][N:17]=[CH:16][CH:15]=2)=[O:12])=[CH:8][CH:9]=1)([O-:3])=[O:2]. Given the reactants [N+:1]([C:4]1[CH:9]=[CH:8][C:7]([N:10]=[C:11]=[O:12])=[CH:6][CH:5]=1)([O-:3])=[O:2].[NH2:13][C:14]1[CH:19]=[CH:18][N:17]=[CH:16][CH:15]=1, predict the reaction product. (7) Given the reactants [NH2:1][C:2]1[N:7]=[CH:6][N:5]=[C:4]2[N:8]([CH2:12][C:13]3[N:14]([C:24]4[CH:29]=[CH:28][CH:27]=[CH:26][C:25]=4[CH3:30])[C:15](=[O:23])[C:16]4[C:21]([CH3:22])=[CH:20][S:19][C:17]=4[N:18]=3)[N:9]=[C:10](I)[C:3]=12.C1C=CC(P(C2C=CC=CC=2)C2C=CC=CC=2)=CC=1.[F:50][C:51]1[CH:52]=[C:53](B(O)O)[CH:54]=[C:55]([OH:57])[CH:56]=1.C(=O)([O-])[O-].[Na+].[Na+], predict the reaction product. The product is: [NH2:1][C:2]1[N:7]=[CH:6][N:5]=[C:4]2[N:8]([CH2:12][C:13]3[N:14]([C:24]4[CH:29]=[CH:28][CH:27]=[CH:26][C:25]=4[CH3:30])[C:15](=[O:23])[C:16]4[C:21]([CH3:22])=[CH:20][S:19][C:17]=4[N:18]=3)[N:9]=[C:10]([C:53]3[CH:52]=[CH:51][CH:56]=[C:55]([OH:57])[CH:54]=3)[C:3]=12.[NH2:1][C:2]1[N:7]=[CH:6][N:5]=[C:4]2[N:8]([CH2:12][C:13]3[N:14]([C:24]4[CH:29]=[CH:28][CH:27]=[CH:26][C:25]=4[CH3:30])[C:15](=[O:23])[C:16]4[C:21]([CH3:22])=[CH:20][S:19][C:17]=4[N:18]=3)[N:9]=[C:10]([C:53]3[CH:54]=[C:55]([OH:57])[CH:56]=[C:51]([F:50])[CH:52]=3)[C:3]=12. (8) Given the reactants [CH:1]1([O:6][C:7]2[N:15]=[C:14]3[C:10]([N:11]=[CH:12][N:13]3[C@@H:16]3[O:22][C@H:21]([CH3:23])[C@@H:19]([OH:20])[C@H:17]3[OH:18])=[C:9]([NH2:24])[N:8]=2)[CH2:5][CH2:4][CH2:3][CH2:2]1.[Cl:25][C:26]1[CH:27]=[C:28]([CH:31]=[CH:32][CH:33]=1)[CH:29]=O, predict the reaction product. The product is: [Cl:25][C:26]1[CH:27]=[C:28]([CH:31]=[CH:32][CH:33]=1)[CH2:29][O:20][C@@H:19]1[CH:21]([CH3:23])[O:22][CH:16]([N:13]2[CH:12]=[N:11][C:10]3[C:14]2=[N:15][C:7]([O:6][CH:1]2[CH2:2][CH2:3][CH2:4][CH2:5]2)=[N:8][C:9]=3[NH2:24])[C@@H:17]1[OH:18]. (9) Given the reactants [I:1][C:2]1[CH:7]=[C:6]([I:8])[CH:5]=[C:4]([I:9])[C:3]=1[C:10]1[CH:15]=[CH:14][C:13]([C:16]([OH:18])=[O:17])=[C:12]([N+:19]([O-:21])=[O:20])[CH:11]=1.[Al+3].[Cl-].[Cl-].[Cl-].[CH3:26][C:27](Cl)=[O:28], predict the reaction product. The product is: [I:1][C:2]1[C:7]([C:27](=[O:28])[CH3:26])=[C:6]([I:8])[CH:5]=[C:4]([I:9])[C:3]=1[C:10]1[CH:15]=[CH:14][C:13]([C:16]([OH:18])=[O:17])=[C:12]([N+:19]([O-:21])=[O:20])[CH:11]=1. (10) Given the reactants O1[C:5]2([CH2:10][CH2:9][CH:8]([CH:11]([CH2:17][CH3:18])[C:12]([O:14][CH2:15][CH3:16])=[O:13])[CH2:7][CH2:6]2)[O:4]CC1, predict the reaction product. The product is: [O:4]=[C:5]1[CH2:10][CH2:9][CH:8]([CH:11]([CH2:17][CH3:18])[C:12]([O:14][CH2:15][CH3:16])=[O:13])[CH2:7][CH2:6]1.